From a dataset of Catalyst prediction with 721,799 reactions and 888 catalyst types from USPTO. Predict which catalyst facilitates the given reaction. Reactant: [Cl:1][C:2]1[CH:3]=[C:4]([C:9]2([CH:15]([OH:17])[CH3:16])[CH2:14][CH2:13][CH2:12][CH2:11][CH2:10]2)[CH:5]=[CH:6][C:7]=1[Cl:8].CC(OI1(OC(C)=O)(OC(C)=O)OC(=O)C2C=CC=CC1=2)=O. Product: [Cl:1][C:2]1[CH:3]=[C:4]([C:9]2([C:15](=[O:17])[CH3:16])[CH2:14][CH2:13][CH2:12][CH2:11][CH2:10]2)[CH:5]=[CH:6][C:7]=1[Cl:8]. The catalyst class is: 2.